Dataset: NCI-60 drug combinations with 297,098 pairs across 59 cell lines. Task: Regression. Given two drug SMILES strings and cell line genomic features, predict the synergy score measuring deviation from expected non-interaction effect. (1) Drug 1: C1=C(C(=O)NC(=O)N1)N(CCCl)CCCl. Drug 2: CC1CCC2CC(C(=CC=CC=CC(CC(C(=O)C(C(C(=CC(C(=O)CC(OC(=O)C3CCCCN3C(=O)C(=O)C1(O2)O)C(C)CC4CCC(C(C4)OC)OCCO)C)C)O)OC)C)C)C)OC. Cell line: UACC-257. Synergy scores: CSS=-2.12, Synergy_ZIP=0.236, Synergy_Bliss=-2.79, Synergy_Loewe=-7.62, Synergy_HSA=-7.20. (2) Drug 1: C1=CC=C(C=C1)NC(=O)CCCCCCC(=O)NO. Drug 2: CS(=O)(=O)CCNCC1=CC=C(O1)C2=CC3=C(C=C2)N=CN=C3NC4=CC(=C(C=C4)OCC5=CC(=CC=C5)F)Cl. Cell line: 786-0. Synergy scores: CSS=17.0, Synergy_ZIP=-4.33, Synergy_Bliss=-2.88, Synergy_Loewe=-1.26, Synergy_HSA=0.551. (3) Drug 1: C1=CC(=CC=C1CCCC(=O)O)N(CCCl)CCCl. Drug 2: CCC(=C(C1=CC=CC=C1)C2=CC=C(C=C2)OCCN(C)C)C3=CC=CC=C3.C(C(=O)O)C(CC(=O)O)(C(=O)O)O. Cell line: SNB-75. Synergy scores: CSS=5.01, Synergy_ZIP=-7.31, Synergy_Bliss=-8.10, Synergy_Loewe=-9.95, Synergy_HSA=-9.09. (4) Drug 1: CC1C(C(=O)NC(C(=O)N2CCCC2C(=O)N(CC(=O)N(C(C(=O)O1)C(C)C)C)C)C(C)C)NC(=O)C3=C4C(=C(C=C3)C)OC5=C(C(=O)C(=C(C5=N4)C(=O)NC6C(OC(=O)C(N(C(=O)CN(C(=O)C7CCCN7C(=O)C(NC6=O)C(C)C)C)C)C(C)C)C)N)C. Drug 2: C(CCl)NC(=O)N(CCCl)N=O. Cell line: HOP-92. Synergy scores: CSS=13.5, Synergy_ZIP=-0.639, Synergy_Bliss=4.00, Synergy_Loewe=3.60, Synergy_HSA=5.20. (5) Drug 1: CC12CCC3C(C1CCC2O)C(CC4=C3C=CC(=C4)O)CCCCCCCCCS(=O)CCCC(C(F)(F)F)(F)F. Drug 2: CC(C)(C#N)C1=CC(=CC(=C1)CN2C=NC=N2)C(C)(C)C#N. Cell line: NCIH23. Synergy scores: CSS=3.90, Synergy_ZIP=1.16, Synergy_Bliss=-4.70, Synergy_Loewe=-3.13, Synergy_HSA=-3.25. (6) Drug 1: C1=CC(=CC=C1CCC2=CNC3=C2C(=O)NC(=N3)N)C(=O)NC(CCC(=O)O)C(=O)O. Cell line: HCC-2998. Drug 2: CCCCC(=O)OCC(=O)C1(CC(C2=C(C1)C(=C3C(=C2O)C(=O)C4=C(C3=O)C=CC=C4OC)O)OC5CC(C(C(O5)C)O)NC(=O)C(F)(F)F)O. Synergy scores: CSS=34.4, Synergy_ZIP=-0.1000, Synergy_Bliss=-1.20, Synergy_Loewe=-6.29, Synergy_HSA=-1.54. (7) Cell line: ACHN. Drug 2: C1=NNC2=C1C(=O)NC=N2. Synergy scores: CSS=13.7, Synergy_ZIP=-8.33, Synergy_Bliss=-0.528, Synergy_Loewe=-0.324, Synergy_HSA=0.226. Drug 1: CC1CCC2CC(C(=CC=CC=CC(CC(C(=O)C(C(C(=CC(C(=O)CC(OC(=O)C3CCCCN3C(=O)C(=O)C1(O2)O)C(C)CC4CCC(C(C4)OC)O)C)C)O)OC)C)C)C)OC.